Dataset: Forward reaction prediction with 1.9M reactions from USPTO patents (1976-2016). Task: Predict the product of the given reaction. (1) The product is: [CH:29]1([C:32]([NH:27][C:23]2[CH:22]=[CH:21][CH:20]=[C:19]3[C:24]=2[C:25](=[O:26])[N:17]([CH:11]([C:5]2[CH:6]=[CH:7][C:8]([O:9][CH3:10])=[C:3]([O:2][CH3:1])[CH:4]=2)[CH2:12][S:13]([CH3:16])(=[O:14])=[O:15])[C:18]3=[O:28])=[O:33])[CH2:31][CH2:30]1. Given the reactants [CH3:1][O:2][C:3]1[CH:4]=[C:5]([CH:11]([N:17]2[C:25](=[O:26])[C:24]3[C:19](=[CH:20][CH:21]=[CH:22][C:23]=3[NH2:27])[C:18]2=[O:28])[CH2:12][S:13]([CH3:16])(=[O:15])=[O:14])[CH:6]=[CH:7][C:8]=1[O:9][CH3:10].[CH:29]1([C:32](Cl)=[O:33])[CH2:31][CH2:30]1.C(O)C, predict the reaction product. (2) Given the reactants C(OC(=O)[NH:7][C:8]1([CH2:16][N:17]2[C:25]3[C:20](=[CH:21][C:22]([C:26]4[N:30]=[C:29]([C:31]5[CH:36]=[CH:35][C:34]([O:37][CH2:38][CH2:39][CH2:40][CH2:41][CH3:42])=[C:33]([Cl:43])[CH:32]=5)[O:28][N:27]=4)=[CH:23][CH:24]=3)[CH2:19][CH2:18]2)[CH2:13][O:12]C(C)(C)[O:10][CH2:9]1)(C)(C)C.C(OC1C=C(C2ON=C(C3C=CC=C4C=3CCN4CC3(NC(=O)OC(C)(C)C)COC(C)(C)OC3)N=2)C=CC=1OCC)C, predict the reaction product. The product is: [NH2:7][C:8]([CH2:16][N:17]1[C:25]2[C:20](=[CH:21][C:22]([C:26]3[N:30]=[C:29]([C:31]4[CH:36]=[CH:35][C:34]([O:37][CH2:38][CH2:39][CH2:40][CH2:41][CH3:42])=[C:33]([Cl:43])[CH:32]=4)[O:28][N:27]=3)=[CH:23][CH:24]=2)[CH2:19][CH2:18]1)([CH2:9][OH:10])[CH2:13][OH:12]. (3) Given the reactants CC(C)([O-])C.[Na+].C(=[NH:20])(C1C=CC=CC=1)C1C=CC=CC=1.Br[C:22]1[CH:27]=[CH:26][C:25]([C:28]([CH3:32])([CH3:31])[C:29]#[N:30])=[CH:24][CH:23]=1, predict the reaction product. The product is: [NH2:20][C:22]1[CH:27]=[CH:26][C:25]([C:28]([CH3:32])([CH3:31])[C:29]#[N:30])=[CH:24][CH:23]=1. (4) Given the reactants [CH:1]1([CH:6]=[C:7]([C:18]2[NH:30][C:21]3=[N:22][CH:23]=[C:24]([O:26][CH2:27][CH2:28][OH:29])[CH:25]=[C:20]3[CH:19]=2)[C:8]2[CH:13]=[CH:12][C:11]([S:14]([CH3:17])(=[O:16])=[O:15])=[CH:10][CH:9]=2)[CH2:5][CH2:4][CH2:3][CH2:2]1, predict the reaction product. The product is: [CH:1]1([CH2:6][CH:7]([C:18]2[NH:30][C:21]3=[N:22][CH:23]=[C:24]([O:26][CH2:27][CH2:28][OH:29])[CH:25]=[C:20]3[CH:19]=2)[C:8]2[CH:13]=[CH:12][C:11]([S:14]([CH3:17])(=[O:16])=[O:15])=[CH:10][CH:9]=2)[CH2:5][CH2:4][CH2:3][CH2:2]1. (5) Given the reactants C([O:4][CH2:5][CH:6]1[CH2:11][CH:10]([N:12]([C:17]([C:19]2[C:20]([NH:29][CH2:30][C:31]3[O:32][CH:33]=[CH:34][CH:35]=3)=[N:21][C:22]([C:25]([CH3:28])([CH3:27])[CH3:26])=[N:23][CH:24]=2)=[O:18])[CH2:13][CH:14]([CH3:16])[CH3:15])[CH2:9][N:8]([C:36]([O:38][C:39]([CH3:42])([CH3:41])[CH3:40])=[O:37])[CH2:7]1)(=O)C.O.[OH-].[Na+], predict the reaction product. The product is: [C:25]([C:22]1[N:21]=[C:20]([NH:29][CH2:30][C:31]2[O:32][CH:33]=[CH:34][CH:35]=2)[C:19]([C:17]([N:12]([CH2:13][CH:14]([CH3:16])[CH3:15])[CH:10]2[CH2:11][CH:6]([CH2:5][OH:4])[CH2:7][N:8]([C:36]([O:38][C:39]([CH3:42])([CH3:41])[CH3:40])=[O:37])[CH2:9]2)=[O:18])=[CH:24][N:23]=1)([CH3:28])([CH3:27])[CH3:26]. (6) Given the reactants [NH2:1][C:2]1[CH:7]=[CH:6][CH:5]=[CH:4][C:3]=1[CH:8]1[CH2:13][CH2:12][N:11]([C:14](=[O:44])[C@H:15]([NH:24][C:25]([C@@H:27]2[CH2:36][C:35]3[C:30](=[CH:31][CH:32]=[CH:33][CH:34]=3)[CH2:29][N:28]2C(OC(C)(C)C)=O)=[O:26])[CH2:16][C:17]2[CH:22]=[CH:21][C:20]([Cl:23])=[CH:19][CH:18]=2)[CH2:10][CH2:9]1.N1C=CC=CC=1.[C:51]([C:53]1[CH:58]=[CH:57][CH:56]=[CH:55][C:54]=1[S:59](Cl)(=[O:61])=[O:60])#[N:52], predict the reaction product. The product is: [Cl:23][C:20]1[CH:21]=[CH:22][C:17]([CH2:16][C@@H:15]([NH:24][C:25]([C@@H:27]2[CH2:36][C:35]3[C:30](=[CH:31][CH:32]=[CH:33][CH:34]=3)[CH2:29][NH:28]2)=[O:26])[C:14]([N:11]2[CH2:12][CH2:13][CH:8]([C:3]3[CH:4]=[CH:5][CH:6]=[CH:7][C:2]=3[NH:1][S:59]([C:54]3[CH:55]=[CH:56][CH:57]=[CH:58][C:53]=3[C:51]#[N:52])(=[O:61])=[O:60])[CH2:9][CH2:10]2)=[O:44])=[CH:18][CH:19]=1. (7) Given the reactants C([O:8][C:9]1[CH:10]=[C:11]([C:26]2[N:30]([CH3:31])[C:29]([C:32]3[C:33]([C:38]([F:41])([F:40])[F:39])=[N:34][CH:35]=[CH:36][CH:37]=3)=[C:28]([C:42]([O:44][CH2:45][CH3:46])=[O:43])[CH:27]=2)[CH:12]=[C:13]([N+:23]([O-:25])=[O:24])[C:14]=1[O:15]CC1C=CC=CC=1)C1C=CC=CC=1.B(Br)(Br)Br, predict the reaction product. The product is: [OH:8][C:9]1[CH:10]=[C:11]([C:26]2[N:30]([CH3:31])[C:29]([C:32]3[C:33]([C:38]([F:41])([F:40])[F:39])=[N:34][CH:35]=[CH:36][CH:37]=3)=[C:28]([C:42]([O:44][CH2:45][CH3:46])=[O:43])[CH:27]=2)[CH:12]=[C:13]([N+:23]([O-:25])=[O:24])[C:14]=1[OH:15]. (8) Given the reactants [O:1]1[CH2:6][CH:5]=[C:4]([C:7]2[CH:8]=[C:9]([NH2:13])[CH:10]=[N:11][CH:12]=2)[CH2:3][CH2:2]1.Cl[C:15]1[C:24]2[C:19](=[CH:20][C:21]([F:26])=[CH:22][C:23]=2[F:25])[N:18]=[C:17]([C:27]2[CH:32]=[C:31]([CH3:33])[CH:30]=[CH:29][N:28]=2)[C:16]=1[CH3:34].C1(P(C2CCCCC2)C2(C(C)C)CC(C(C)C)=CC(C(C)C)=C2C2C=CC=CC=2)CCCCC1.CC(C1C=C(C(C)C)C(C2C=CC=CC=2P(C2CCCCC2)C2CCCCC2)=C(C(C)C)C=1)C.CC(C)([O-])C.[Na+], predict the reaction product. The product is: [O:1]1[CH2:2][CH:3]=[C:4]([C:7]2[CH:8]=[C:9]([NH:13][C:15]3[C:24]4[C:19](=[CH:20][C:21]([F:26])=[CH:22][C:23]=4[F:25])[N:18]=[C:17]([C:27]4[CH:32]=[C:31]([CH3:33])[CH:30]=[CH:29][N:28]=4)[C:16]=3[CH3:34])[CH:10]=[N:11][CH:12]=2)[CH2:5][CH2:6]1.